Dataset: Reaction yield outcomes from USPTO patents with 853,638 reactions. Task: Predict the reaction yield, written as a fraction of the theoretical maximum amount of product (1.0 means a 100% yield; for example, 0.34 means a 34% yield). (1) The reactants are Cl[CH2:2][C:3]1[N:7]([CH2:8][CH3:9])[N:6]=[CH:5][CH:4]=1.[C-:10]#[N:11].[K+]. The catalyst is O.CC#N. The product is [CH2:8]([N:7]1[C:3]([CH2:2][C:10]#[N:11])=[CH:4][CH:5]=[N:6]1)[CH3:9]. The yield is 0.570. (2) The reactants are Br[C:2]1[CH:3]=[C:4]2[C:8](=[C:9]([C:11]([NH:13][CH2:14][C:15]3[C:16](=[O:25])[NH:17][C:18]([CH3:24])=[CH:19][C:20]=3[CH2:21][CH2:22][CH3:23])=[O:12])[CH:10]=1)[N:7]([CH3:26])[CH:6]=[C:5]2[CH:27]([CH3:29])[CH3:28].Cl.[CH3:31][N:32]([CH2:34][C:35]1[CH:40]=[CH:39][C:38](B2OC(C)(C)C(C)(C)O2)=[CH:37][CH:36]=1)[CH3:33]. No catalyst specified. The product is [CH3:31][N:32]([CH2:34][C:35]1[CH:40]=[CH:39][C:38]([C:2]2[CH:3]=[C:4]3[C:8](=[C:9]([C:11]([NH:13][CH2:14][C:15]4[C:16](=[O:25])[NH:17][C:18]([CH3:24])=[CH:19][C:20]=4[CH2:21][CH2:22][CH3:23])=[O:12])[CH:10]=2)[N:7]([CH3:26])[CH:6]=[C:5]3[CH:27]([CH3:28])[CH3:29])=[CH:37][CH:36]=1)[CH3:33]. The yield is 0.470. (3) The reactants are [Br:1][C:2]1[N:6]=[C:5]([Br:7])[NH:4][N:3]=1.[H-].[Na+].CS(O[CH2:15][CH3:16])(=O)=O. The catalyst is CN(C)C=O.O. The product is [Br:1][C:2]1[N:6]=[C:5]([Br:7])[N:4]([CH2:15][CH3:16])[N:3]=1. The yield is 0.904.